From a dataset of Catalyst prediction with 721,799 reactions and 888 catalyst types from USPTO. Predict which catalyst facilitates the given reaction. Reactant: [Cl:1][C:2]1[CH:7]=[CH:6][N:5]=[C:4]([NH:8][C:9](=[O:15])[O:10][C:11]([CH3:14])([CH3:13])[CH3:12])[CH:3]=1.C([Li])CCC.CN([CH:24]=[O:25])C. Product: [Cl:1][C:2]1[CH:7]=[CH:6][N:5]=[C:4]([NH:8][C:9](=[O:15])[O:10][C:11]([CH3:12])([CH3:14])[CH3:13])[C:3]=1[CH:24]=[O:25]. The catalyst class is: 1.